This data is from NCI-60 drug combinations with 297,098 pairs across 59 cell lines. The task is: Regression. Given two drug SMILES strings and cell line genomic features, predict the synergy score measuring deviation from expected non-interaction effect. (1) Drug 1: C1CC(=O)NC(=O)C1N2CC3=C(C2=O)C=CC=C3N. Drug 2: C1C(C(OC1N2C=NC3=C2NC=NCC3O)CO)O. Cell line: SK-OV-3. Synergy scores: CSS=3.86, Synergy_ZIP=-2.45, Synergy_Bliss=-2.72, Synergy_Loewe=-0.379, Synergy_HSA=-0.530. (2) Drug 2: CN1C2=C(C=C(C=C2)N(CCCl)CCCl)N=C1CCCC(=O)O.Cl. Drug 1: CC1=C(N=C(N=C1N)C(CC(=O)N)NCC(C(=O)N)N)C(=O)NC(C(C2=CN=CN2)OC3C(C(C(C(O3)CO)O)O)OC4C(C(C(C(O4)CO)O)OC(=O)N)O)C(=O)NC(C)C(C(C)C(=O)NC(C(C)O)C(=O)NCCC5=NC(=CS5)C6=NC(=CS6)C(=O)NCCC[S+](C)C)O. Synergy scores: CSS=15.1, Synergy_ZIP=-6.30, Synergy_Bliss=3.59, Synergy_Loewe=-7.89, Synergy_HSA=2.34. Cell line: NCI-H522.